From a dataset of Reaction yield outcomes from USPTO patents with 853,638 reactions. Predict the reaction yield, written as a fraction of the theoretical maximum amount of product (1.0 means a 100% yield; for example, 0.34 means a 34% yield). No catalyst specified. The yield is 0.770. The product is [CH3:1][S:2]([O:5][CH2:6][CH2:7][C:8]1[CH:13]=[CH:12][CH:11]=[C:10]([Br:17])[CH:9]=1)(=[O:4])=[O:3]. The reactants are [CH3:1][S:2]([O:5][CH2:6][CH2:7][C:8]1[CH:13]=[CH:12][CH:11]=[C:10]([N+]([O-])=O)[CH:9]=1)(=[O:4])=[O:3].[Br:17]C1C=C(CCO)C=CC=1.